This data is from Full USPTO retrosynthesis dataset with 1.9M reactions from patents (1976-2016). The task is: Predict the reactants needed to synthesize the given product. Given the product [F:1][C:38]1[CH:39]=[C:40]([NH:43][C:44]2[N:49]=[C:48]([C:50]3[N:51]([CH:56]([CH3:58])[CH3:57])[C:52]([CH3:55])=[N:53][CH:54]=3)[CH:47]=[CH:46][N:45]=2)[CH:41]=[CH:42][C:37]=1[C:36]([NH:35][CH2:34][CH2:33][NH:32][CH3:31])=[O:59], predict the reactants needed to synthesize it. The reactants are: [F:1]C1C(C2N(C(C)C)C(C)=NC=2)=NC(NC2C=CC(C(NCCNC)=O)=CC=2)=NC=1.[CH3:31][N:32](C)[CH2:33][CH2:34][NH:35][C:36](=[O:59])[C:37]1[CH:42]=[CH:41][C:40]([NH:43][C:44]2[N:49]=[C:48]([C:50]3[N:51]([CH:56]([CH3:58])[CH3:57])[C:52]([CH3:55])=[N:53][CH:54]=3)[CH:47]=[CH:46][N:45]=2)=[CH:39][CH:38]=1.